From a dataset of Full USPTO retrosynthesis dataset with 1.9M reactions from patents (1976-2016). Predict the reactants needed to synthesize the given product. (1) Given the product [CH3:18][O:16][C:15]([C:8]1[C:9]2[C:14](=[CH:13][CH:12]=[CH:11][CH:10]=2)[NH:6][N:7]=1)=[O:17], predict the reactants needed to synthesize it. The reactants are: OS(O)(=O)=O.[NH:6]1[C:14]2[C:9](=[CH:10][CH:11]=[CH:12][CH:13]=2)[C:8]([C:15]([OH:17])=[O:16])=[N:7]1.[CH3:18]O. (2) Given the product [C:15]([O:14][C:12](=[O:19])[NH:13][C:7]1[CH:8]=[CH:9][N:4]2[N:3]=[C:2]([Br:1])[N:11]=[C:5]2[CH:6]=1)([CH3:18])([CH3:17])[CH3:16], predict the reactants needed to synthesize it. The reactants are: [Br:1][C:2]1[N:11]=[C:5]2[CH:6]=[C:7](Br)[CH:8]=[CH:9][N:4]2[N:3]=1.[C:12](=[O:19])([O:14][C:15]([CH3:18])([CH3:17])[CH3:16])[NH2:13].C(=O)([O-])[O-].[Cs+].[Cs+]. (3) The reactants are: [CH3:1][C:2]1[CH:6]=[CH:5][N:4]([CH2:7][CH2:8][O:9][CH2:10][Si:11]([CH3:14])([CH3:13])[CH3:12])[N:3]=1.CC1N(CCOC[Si](C)(C)C)N=CC=1.[Li]CCCC.[CH2:34]([Sn:38](Cl)([CH2:43][CH2:44][CH2:45][CH3:46])[CH2:39][CH2:40][CH2:41][CH3:42])[CH2:35][CH2:36][CH3:37]. Given the product [CH3:1][C:2]1[CH:6]=[C:5]([Sn:38]([CH2:39][CH2:40][CH2:41][CH3:42])([CH2:43][CH2:44][CH2:45][CH3:46])[CH2:34][CH2:35][CH2:36][CH3:37])[N:4]([CH2:7][CH2:8][O:9][CH2:10][Si:11]([CH3:13])([CH3:12])[CH3:14])[N:3]=1, predict the reactants needed to synthesize it. (4) Given the product [C:1]1([CH2:7][CH2:8][CH2:9][CH2:10][CH2:35][CH2:34][N:41]=[C:42]=[Se:43])[CH:2]=[CH:3][CH:4]=[CH:5][CH:6]=1, predict the reactants needed to synthesize it. The reactants are: [C:1]1([CH2:7][CH2:8][CH2:9][CH2:10]NC=O)[CH:6]=[CH:5][CH:4]=[CH:3][CH:2]=1.C(N(CC)CC)C.ClC(Cl)(OC(=O)OC(Cl)(Cl)Cl)Cl.[Se].[CH2:34]([N:41]=[C:42]=[Se:43])[C:35]1C=CC=CC=1. (5) Given the product [CH3:21][N:13]([CH2:14][C:15]1[S:16][CH:17]=[C:18]([CH3:20])[N:19]=1)[C:12]([C:10]1[CH:9]=[C:4]([CH:3]=[C:2]([C:27]2[CH:26]=[N:25][N:24]([CH3:23])[CH:28]=2)[CH:11]=1)[C:5]([O:7][CH3:8])=[O:6])=[O:22], predict the reactants needed to synthesize it. The reactants are: Br[C:2]1[CH:3]=[C:4]([CH:9]=[C:10]([C:12](=[O:22])[N:13]([CH3:21])[CH2:14][C:15]2[S:16][CH:17]=[C:18]([CH3:20])[N:19]=2)[CH:11]=1)[C:5]([O:7][CH3:8])=[O:6].[CH3:23][N:24]1[CH:28]=[C:27](B2OC(C)(C)C(C)(C)O2)[CH:26]=[N:25]1. (6) Given the product [CH3:1][C@H:2]1[CH2:7][C@@H:6]([CH3:8])[CH2:5][N:4]([C:9]2[CH:14]=[CH:13][C:12]([C:15]3[CH:20]=[CH:19][CH:18]=[CH:17][C:16]=3[C:21]3[NH:25][N:24]=[N:23][N:22]=3)=[CH:11][C:10]=2[NH:45][C:53](=[O:54])[CH2:52][C:49]2[CH:50]=[CH:51][C:46]([CH3:56])=[CH:47][CH:48]=2)[CH2:3]1, predict the reactants needed to synthesize it. The reactants are: [CH3:1][C@H:2]1[CH2:7][C@@H:6]([CH3:8])[CH2:5][N:4]([C:9]2[CH:14]=[CH:13][C:12]([C:15]3[CH:20]=[CH:19][CH:18]=[CH:17][C:16]=3[C:21]3[N:22]=[N:23][N:24](C(C4C=CC=CC=4)(C4C=CC=CC=4)C4C=CC=CC=4)[N:25]=3)=[CH:11][C:10]=2[NH2:45])[CH2:3]1.[C:46]1([CH3:56])[CH:51]=[CH:50][C:49]([CH2:52][C:53](O)=[O:54])=[CH:48][CH:47]=1.F[P-](F)(F)(F)(F)F.N1(O[P+](N(C)C)(N(C)C)N(C)C)C2C=CC=CC=2N=N1.Cl.O1CCOCC1.